This data is from Reaction yield outcomes from USPTO patents with 853,638 reactions. The task is: Predict the reaction yield, written as a fraction of the theoretical maximum amount of product (1.0 means a 100% yield; for example, 0.34 means a 34% yield). (1) The reactants are [CH:1]([C:3]1[O:7][C:6]([C:8]([OH:10])=[O:9])=[CH:5][CH:4]=1)=O.Cl.[NH2:12]O.C(OC(=O)C)(=O)C. The catalyst is N1C=CC=CC=1. The product is [C:1]([C:3]1[O:7][C:6]([C:8]([OH:10])=[O:9])=[CH:5][CH:4]=1)#[N:12]. The yield is 0.760. (2) The reactants are [CH:1]1[C:11]2[CH2:10][CH2:9][C:8]3[CH:12]=[CH:13][CH:14]=[CH:15][C:7]=3[NH:6][C:5]=2[CH:4]=[CH:3][CH:2]=1.[Cl:16]N1C(=O)CCC1=O. The catalyst is C1COCC1.OS(O)(=O)=O. The product is [Cl:16][C:2]1[CH:3]=[CH:4][C:5]2[NH:6][C:7]3[CH:15]=[CH:14][CH:13]=[CH:12][C:8]=3[CH2:9][CH2:10][C:11]=2[CH:1]=1. The yield is 0.810. (3) The reactants are [CH2:1]([N:8]1[C:16]2[C:11](=[CH:12][CH:13]=[CH:14][CH:15]=2)[C:10]([C:17]2[O:18][C:19]([C:22]([OH:24])=O)=[CH:20][CH:21]=2)=[N:9]1)[C:2]1[CH:7]=[CH:6][CH:5]=[CH:4][CH:3]=1.O=S(Cl)Cl.[NH2:29][OH:30].Cl.C([O-])([O-])=O.[K+].[K+]. The catalyst is CN(C=O)C.O. The product is [CH2:1]([N:8]1[C:16]2[C:11](=[CH:12][CH:13]=[CH:14][CH:15]=2)[C:10]([C:17]2[O:18][C:19]([C:22]([NH:29][OH:30])=[O:24])=[CH:20][CH:21]=2)=[N:9]1)[C:2]1[CH:7]=[CH:6][CH:5]=[CH:4][CH:3]=1. The yield is 0.740. (4) The reactants are [CH3:1][N:2]1[C:6]([C:7]2[CH:12]=[CH:11][C:10]([CH2:13][C:14]3([C:18]([O:20]C)=[O:19])[CH2:17][CH2:16][CH2:15]3)=[CH:9][CH:8]=2)=[N:5][N:4]=[N:3]1.[OH-].[Na+]. The catalyst is C1COCC1.CO. The product is [CH3:1][N:2]1[C:6]([C:7]2[CH:8]=[CH:9][C:10]([CH2:13][C:14]3([C:18]([OH:20])=[O:19])[CH2:17][CH2:16][CH2:15]3)=[CH:11][CH:12]=2)=[N:5][N:4]=[N:3]1. The yield is 0.570. (5) The reactants are [Br:1][C:2]1[CH:3]=[N:4][C:5](I)=[N:6][CH:7]=1.[Si]([C:13]([F:16])([F:15])[F:14])(C)(C)C.[F-].[K+]. The catalyst is CN(C=O)C.[Cu]I. The product is [Br:1][C:2]1[CH:3]=[N:4][C:5]([C:13]([F:16])([F:15])[F:14])=[N:6][CH:7]=1. The yield is 0.167.